This data is from Full USPTO retrosynthesis dataset with 1.9M reactions from patents (1976-2016). The task is: Predict the reactants needed to synthesize the given product. (1) Given the product [C:1]1([CH:7]([C:31]2[CH:36]=[CH:35][CH:34]=[CH:33][CH:32]=2)[N:8]2[C:16]3[C:11](=[CH:12][CH:13]=[CH:14][CH:15]=3)[C@@:10]3([C:19]4[C:28](=[CH:27][C:22]5[O:23][CH2:24][CH2:25][O:26][C:21]=5[CH:20]=4)[O:29][CH2:17]3)[C:9]2=[O:30])[CH:2]=[CH:3][CH:4]=[CH:5][CH:6]=1, predict the reactants needed to synthesize it. The reactants are: [C:1]1([CH:7]([C:31]2[CH:36]=[CH:35][CH:34]=[CH:33][CH:32]=2)[N:8]2[C:16]3[C:11](=[CH:12][CH:13]=[CH:14][CH:15]=3)[C@:10]([C:19]3[C:28]([OH:29])=[CH:27][C:22]4[O:23][CH2:24][CH2:25][O:26][C:21]=4[CH:20]=3)([CH2:17]O)[C:9]2=[O:30])[CH:6]=[CH:5][CH:4]=[CH:3][CH:2]=1.C1(P(C2C=CC=CC=2)C2C=CC=CN=2)C=CC=CC=1.CC(OC(/N=N/C(OC(C)C)=O)=O)C. (2) Given the product [CH3:10][O:9][C:5]1[CH:6]=[C:7]([CH3:8])[C:2]([C:12]([OH:14])=[O:13])=[C:3]([CH3:11])[CH:4]=1, predict the reactants needed to synthesize it. The reactants are: Br[C:2]1[C:7]([CH3:8])=[CH:6][C:5]([O:9][CH3:10])=[CH:4][C:3]=1[CH3:11].[C:12](=[O:14])=[O:13]. (3) Given the product [CH:1]1([C:6]2[CH:7]=[C:8]([CH:11]=[CH:12][C:13]=2[O:14][CH3:15])[CH:9]=[C:18]2[C:19]3[C:24](=[N:23][CH:22]=[CH:21][CH:20]=3)[NH:16][C:17]2=[O:25])[CH2:5][CH2:4][CH2:3][CH2:2]1, predict the reactants needed to synthesize it. The reactants are: [CH:1]1([C:6]2[CH:7]=[C:8]([CH:11]=[CH:12][C:13]=2[O:14][CH3:15])[CH:9]=O)[CH2:5][CH2:4][CH2:3][CH2:2]1.[NH:16]1[C:24]2[C:19](=[CH:20][CH:21]=[CH:22][N:23]=2)[CH2:18][C:17]1=[O:25].